This data is from Catalyst prediction with 721,799 reactions and 888 catalyst types from USPTO. The task is: Predict which catalyst facilitates the given reaction. (1) Reactant: [Cl:1][C:2]1[C:7]([CH:8]=O)=[C:6]([Cl:10])[N:5]=[C:4]([S:11][CH3:12])[N:3]=1.Cl.[NH2:14][OH:15].[OH-].[Na+]. Product: [Cl:1][C:2]1[C:7]([CH:8]=[N:14][OH:15])=[C:6]([Cl:10])[N:5]=[C:4]([S:11][CH3:12])[N:3]=1. The catalyst class is: 88. (2) Reactant: [Cl:1]C1C=CC([C@H]2[C@H](O)[C@@H](O)[C@H](O)C(OC)O2)=CC=1CC1C=CC(OCC)=CC=1.C(Cl)(C)=O.C([Si](C)(C)[O:38][C@H:39]1[C@H:46]2[C@H:42]([O:43][C:44](C)(C)[O:45]2)[O:41][C@H:40]1[C@H:49]([C:51]1[CH:56]=[CH:55][C:54]([Cl:57])=[C:53]([CH2:58][C:59]2[CH:64]=[CH:63][C:62]([O:65][CH2:66][CH3:67])=[CH:61][CH:60]=2)[CH:52]=1)[OH:50])(C)(C)C. Product: [ClH:1].[Cl:57][C:54]1[CH:55]=[CH:56][C:51]([C@H:49]2[C@H:40]([OH:41])[C@@H:39]([OH:38])[C@H:46]([OH:45])[CH:42]([O:43][CH3:44])[O:50]2)=[CH:52][C:53]=1[CH2:58][C:59]1[CH:60]=[CH:61][C:62]([O:65][CH2:66][CH3:67])=[CH:63][CH:64]=1. The catalyst class is: 5. (3) Reactant: Cl[C:2]1[N:32]=[C:31]([Cl:33])[CH:30]=[CH:29][C:3]=1[C:4]([NH:6][CH2:7][C@H:8]1[CH2:12][CH2:11][CH2:10][N:9]1[C:13](=[O:28])[CH2:14][CH2:15][CH2:16][NH:17][C:18](=[O:27])[O:19][CH2:20][C:21]1[CH:26]=[CH:25][CH:24]=[CH:23][CH:22]=1)=[O:5].[Cl-].Cl.[O:36]1[CH2:41][CH2:40][CH2:39][CH2:38][CH:37]1[CH2:42][CH2:43][NH2:44].C([O-])([O-])=O.[K+].[K+]. Product: [Cl:33][C:31]1[CH:30]=[CH:29][C:3]([C:4]([NH:6][CH2:7][C@H:8]2[CH2:12][CH2:11][CH2:10][N:9]2[C:13](=[O:28])[CH2:14][CH2:15][CH2:16][NH:17][C:18](=[O:27])[O:19][CH2:20][C:21]2[CH:26]=[CH:25][CH:24]=[CH:23][CH:22]=2)=[O:5])=[C:2]([NH:44][CH2:43][CH2:42][CH:37]2[CH2:38][CH2:39][CH2:40][CH2:41][O:36]2)[N:32]=1. The catalyst class is: 3. (4) Reactant: [CH3:1][N:2]1[C:6]2=[N:7][CH:8]=[C:9]([C:11]([F:14])([F:13])[F:12])[CH:10]=[C:5]2[N:4]=[C:3]1[C:15]1[CH:20]=[CH:19][CH:18]=[CH:17][C:16]=1SC.Cl[C:24]1C=CC=C(C(OO)=O)C=1.C(=O)([O-])O.[Na+].[S:39]([O-:43])([O-])(=[O:41])=S.[Na+].[Na+]. Product: [CH3:24][S:39]([C:16]1[CH:17]=[CH:18][CH:19]=[CH:20][C:15]=1[C:3]1[N:2]([CH3:1])[C:6]2=[N:7][CH:8]=[C:9]([C:11]([F:14])([F:12])[F:13])[CH:10]=[C:5]2[N:4]=1)(=[O:43])=[O:41]. The catalyst class is: 22. (5) Reactant: [O:1]1[CH2:6][CH2:5][N:4]([C:7]2[CH:12]=[C:11]([N:13]3[CH2:18][CH2:17][O:16][CH2:15][CH2:14]3)[N:10]=[C:9]([N:19]3[CH2:24][CH2:23][N:22]([C:25]4[CH:30]=[CH:29][CH:28]=[CH:27][CH:26]=4)[CH2:21][CH2:20]3)[N:8]=2)[CH2:3][CH2:2]1.[O-]S(C(F)(F)[F:36])(=O)=O.F[N+]1C(C)=CC(C)=CC=1C.O. Product: [O:1]1[CH2:6][CH2:5][N:4]([C:7]2[C:12]([F:36])=[C:11]([N:13]3[CH2:18][CH2:17][O:16][CH2:15][CH2:14]3)[N:10]=[C:9]([N:19]3[CH2:20][CH2:21][N:22]([C:25]4[CH:30]=[CH:29][CH:28]=[CH:27][CH:26]=4)[CH2:23][CH2:24]3)[N:8]=2)[CH2:3][CH2:2]1. The catalyst class is: 4. (6) Reactant: [CH3:1][O:2][C:3]1[CH:4]=[C:5]2[C:10](=[CH:11][C:12]=1[O:13][CH3:14])[N:9]=[CH:8][CH:7]=[C:6]2[O:15][C:16]1[CH:21]=[CH:20][C:19]([NH:22][C:23](=O)[CH2:24][O:25][C:26]2[CH:31]=[C:30]([Cl:32])[CH:29]=[CH:28][C:27]=2[Cl:33])=[CH:18][CH:17]=1.Cl.[OH-].[Na+]. Product: [Cl:33][C:27]1[CH:28]=[CH:29][C:30]([Cl:32])=[CH:31][C:26]=1[O:25][CH2:24][CH2:23][NH:22][C:19]1[CH:20]=[CH:21][C:16]([O:15][C:6]2[C:5]3[C:10](=[CH:11][C:12]([O:13][CH3:14])=[C:3]([O:2][CH3:1])[CH:4]=3)[N:9]=[CH:8][CH:7]=2)=[CH:17][CH:18]=1. The catalyst class is: 7. (7) Reactant: C([N:8]1[CH2:14][C:13]([CH2:18][C:19]2[CH:24]=[CH:23][CH:22]=[CH:21][CH:20]=2)([N+:15]([O-])=O)[CH2:12][N:11](CC2C=CC=CC=2)[CH2:10][CH2:9]1)C1C=CC=CC=1.C([O-])([O-])=O.[K+].[K+].BrCC(OC(C)(C)C)=O. Product: [CH2:18]([C:13]1([NH2:15])[CH2:14][NH:8][CH2:9][CH2:10][NH:11][CH2:12]1)[C:19]1[CH:20]=[CH:21][CH:22]=[CH:23][CH:24]=1. The catalyst class is: 10. (8) Reactant: I[C:2]1[CH:8]=[CH:7][C:5]([NH2:6])=[C:4]([O:9][C:10]([F:13])([F:12])[F:11])[CH:3]=1.[CH3:14][PH:15](=[O:17])[CH3:16].CC1(C)C2C(=C(P(C3C=CC=CC=3)C3C=CC=CC=3)C=CC=2)OC2C(P(C3C=CC=CC=3)C3C=CC=CC=3)=CC=CC1=2.P([O-])([O-])([O-])=O.[K+].[K+].[K+]. The catalyst class is: 274. Product: [CH3:14][P:15]([NH:6][C:5]1[CH:7]=[CH:8][CH:2]=[CH:3][C:4]=1[O:9][C:10]([F:13])([F:12])[F:11])([CH3:16])=[O:17]. (9) Reactant: [Br:1][C:2]1[CH:3]=[C:4]([NH2:9])[C:5](F)=[N:6][CH:7]=1.CS(C)=O.[NH:14]1[CH2:19][CH2:18][O:17][CH2:16][CH2:15]1. Product: [Br:1][C:2]1[CH:3]=[C:4]([NH2:9])[C:5]([N:14]2[CH2:19][CH2:18][O:17][CH2:16][CH2:15]2)=[N:6][CH:7]=1. The catalyst class is: 13. (10) Reactant: [NH:1]1[C:9]2[C:4](=[N:5][CH:6]=[CH:7][CH:8]=2)[C:3]([C:10]2[CH2:11][CH2:12][N:13]([C:15]([O:17][C:18]([CH3:21])([CH3:20])[CH3:19])=[O:16])[CH:14]=2)=[CH:2]1. Product: [NH:1]1[C:9]2[C:4](=[N:5][CH:6]=[CH:7][CH:8]=2)[C:3]([CH:10]2[CH2:11][CH2:12][N:13]([C:15]([O:17][C:18]([CH3:21])([CH3:20])[CH3:19])=[O:16])[CH2:14]2)=[CH:2]1. The catalyst class is: 43.